From a dataset of Catalyst prediction with 721,799 reactions and 888 catalyst types from USPTO. Predict which catalyst facilitates the given reaction. (1) Reactant: [C:1]([Si:4]([C:10]([CH3:12])=[CH2:11])([C:8]#[CH:9])[CH:5]([CH3:7])[CH3:6])([CH3:3])=[CH2:2].[CH2:13]([Li])[CH2:14][CH2:15][CH3:16].[CH:34]1[C:33]2[C:28](=[CH:29][C:30]3C(=O)[C:26]4[C:35](C(=O)[C:31]=3[CH:32]=2)=[CH:34][C:33]2[C:28](=[CH:29][CH:30]=[CH:31][CH:32]=2)[CH:27]=4)[CH:27]=[CH:26][CH:35]=1. Product: [C:10]([Si:4]([C:5]([CH3:7])=[CH2:6])([C:8]#[C:9][C:29]1[C:28]2[C:14](=[CH:15][C:16]3[C:26]([CH:27]=2)=[CH:35][CH:34]=[CH:33][CH:32]=3)[C:13]([C:9]#[C:8][Si:4]([C:5]([CH3:7])=[CH2:6])([C:1]([CH3:3])=[CH2:2])[CH:10]([CH3:12])[CH3:11])=[C:35]2[C:34]=1[CH:33]=[C:32]1[C:27](=[CH:26]2)[CH:28]=[CH:29][CH:30]=[CH:31]1)[CH:1]([CH3:3])[CH3:2])([CH3:12])=[CH2:11]. The catalyst class is: 1. (2) Product: [O:46]1[CH2:47][CH2:48][N:43]([CH2:42][CH2:41][O:40][C:39]2[CH:49]=[CH:50][C:36]([C:33]3[CH:32]=[CH:31][C:30]([CH2:26][C:27]#[N:28])=[N:35][CH:34]=3)=[CH:37][CH:38]=2)[CH2:44][CH2:45]1. Reactant: C[Si]([N-][Si](C)(C)C)(C)C.[K+].C[Si]([N-][Si](C)(C)C)(C)C.[K+].C1COCC1.[CH3:26][C:27]#[N:28].F[C:30]1[N:35]=[CH:34][C:33]([C:36]2[CH:50]=[CH:49][C:39]([O:40][CH2:41][CH2:42][N:43]3[CH2:48][CH2:47][O:46][CH2:45][CH2:44]3)=[CH:38][CH:37]=2)=[CH:32][CH:31]=1. The catalyst class is: 1. (3) Reactant: [Br:1][C:2]1[CH:21]=[CH:20][C:5]2=[C:6]([C:15]([F:19])([F:18])[C:16]#[N:17])[CH:7]=[C:8]3[C:13]([CH:12]=[N+:11]([O-])[CH:10]=[CH:9]3)=[C:4]2[CH:3]=1.C(OC(C(F)(F)F)=O)(C(F)(F)F)=[O:23].O. Product: [Br:1][C:2]1[CH:21]=[CH:20][C:5]2=[C:6]([C:15]([F:19])([F:18])[C:16]#[N:17])[CH:7]=[C:8]3[C:13]([C:12](=[O:23])[NH:11][CH:10]=[CH:9]3)=[C:4]2[CH:3]=1. The catalyst class is: 3.